Task: Predict which catalyst facilitates the given reaction.. Dataset: Catalyst prediction with 721,799 reactions and 888 catalyst types from USPTO (1) Reactant: [CH:1]([O:14][C:15]1[C:26]2[C:25](=[O:27])[N:24]([CH2:28][C:29]3[CH:34]=[CH:33][C:32]([F:35])=[CH:31][CH:30]=3)[C:23](=[O:36])[C:22]=2[C:21]([OH:37])=[C:20]2[C:16]=1[N:17]=[CH:18][N:19]2[CH2:38][C:39]1[CH:44]=[CH:43][CH:42]=[CH:41][CH:40]=1)([C:8]1[CH:13]=[CH:12][CH:11]=[CH:10][CH:9]=1)[C:2]1[CH:7]=[CH:6][CH:5]=[CH:4][CH:3]=1.[CH3:45]N(C=O)C.C([O-])([O-])=O.[K+].[K+].CI. Product: [CH:1]([O:14][C:15]1[C:26]2[C:25](=[O:27])[N:24]([CH2:28][C:29]3[CH:30]=[CH:31][C:32]([F:35])=[CH:33][CH:34]=3)[C:23](=[O:36])[C:22]=2[C:21]([O:37][CH3:45])=[C:20]2[C:16]=1[N:17]=[CH:18][N:19]2[CH2:38][C:39]1[CH:44]=[CH:43][CH:42]=[CH:41][CH:40]=1)([C:8]1[CH:9]=[CH:10][CH:11]=[CH:12][CH:13]=1)[C:2]1[CH:7]=[CH:6][CH:5]=[CH:4][CH:3]=1. The catalyst class is: 6. (2) Reactant: C(OC(=O)[NH:7][CH2:8][C:9]1[N:13]=[C:12]([CH:14]2[CH2:19][CH:18]([C:20]3[CH:25]=[CH:24][C:23]([O:26][C:27]([F:30])([F:29])[F:28])=[CH:22][CH:21]=3)[CH2:17][N:16]([C:31]([N:33]3[CH2:38][CH2:37][O:36][CH2:35][CH2:34]3)=[O:32])[CH2:15]2)[O:11][N:10]=1)(C)(C)C.FC(F)(F)C(O)=O. Product: [N:33]1([C:31]([N:16]2[CH2:17][CH:18]([C:20]3[CH:21]=[CH:22][C:23]([O:26][C:27]([F:28])([F:29])[F:30])=[CH:24][CH:25]=3)[CH2:19][CH:14]([C:12]3[O:11][N:10]=[C:9]([CH2:8][NH2:7])[N:13]=3)[CH2:15]2)=[O:32])[CH2:34][CH2:35][O:36][CH2:37][CH2:38]1. The catalyst class is: 4. (3) The catalyst class is: 4. Reactant: [Cl:1][C:2]1[CH:7]=[CH:6][CH:5]=[CH:4][C:3]=1[CH:8]1[CH2:13][CH2:12][C:11](=[O:14])[CH2:10][CH2:9]1.C(N(CC)CC)C.[CH3:22][Si:23](OS(C(F)(F)F)(=O)=O)([CH3:25])[CH3:24].O. Product: [Cl:1][C:2]1[CH:7]=[CH:6][CH:5]=[CH:4][C:3]=1[CH:8]1[CH2:9][CH2:10][C:11]([O:14][Si:23]([CH3:25])([CH3:24])[CH3:22])=[CH:12][CH2:13]1. (4) Reactant: Cl[C:2]1[CH:7]=[C:6]([C:8]2[N:12]=[C:11]([C:13]3[N:14]=[C:15]4[C:20]([Cl:21])=[CH:19][C:18]([C:22]([F:25])([F:24])[F:23])=[CH:17][N:16]4[CH:26]=3)[O:10][N:9]=2)[C:5]([Cl:27])=[CH:4][C:3]=1O.[C:29]([O-:32])([O-])=[O:30].[K+].[K+]. Product: [Cl:27][C:5]1[CH:4]=[C:3]([CH:6]([C:8]#[N:9])[CH2:5][C:29]([OH:32])=[O:30])[CH:2]=[CH:7][C:6]=1[C:8]1[N:12]=[C:11]([C:13]2[N:14]=[C:15]3[C:20]([Cl:21])=[CH:19][C:18]([C:22]([F:23])([F:25])[F:24])=[CH:17][N:16]3[CH:26]=2)[O:10][N:9]=1. The catalyst class is: 3.